This data is from NCI-60 drug combinations with 297,098 pairs across 59 cell lines. The task is: Regression. Given two drug SMILES strings and cell line genomic features, predict the synergy score measuring deviation from expected non-interaction effect. (1) Drug 1: CC1=C2C(C(=O)C3(C(CC4C(C3C(C(C2(C)C)(CC1OC(=O)C(C(C5=CC=CC=C5)NC(=O)C6=CC=CC=C6)O)O)OC(=O)C7=CC=CC=C7)(CO4)OC(=O)C)O)C)OC(=O)C. Drug 2: CS(=O)(=O)OCCCCOS(=O)(=O)C. Cell line: SN12C. Synergy scores: CSS=22.3, Synergy_ZIP=-5.99, Synergy_Bliss=-5.93, Synergy_Loewe=-4.29, Synergy_HSA=-3.51. (2) Drug 1: C1=C(C(=O)NC(=O)N1)F. Synergy scores: CSS=26.6, Synergy_ZIP=-16.9, Synergy_Bliss=-22.6, Synergy_Loewe=-11.8, Synergy_HSA=-11.5. Drug 2: CC1=C(N=C(N=C1N)C(CC(=O)N)NCC(C(=O)N)N)C(=O)NC(C(C2=CN=CN2)OC3C(C(C(C(O3)CO)O)O)OC4C(C(C(C(O4)CO)O)OC(=O)N)O)C(=O)NC(C)C(C(C)C(=O)NC(C(C)O)C(=O)NCCC5=NC(=CS5)C6=NC(=CS6)C(=O)NCCC[S+](C)C)O. Cell line: KM12. (3) Drug 1: CCC1=CC2CC(C3=C(CN(C2)C1)C4=CC=CC=C4N3)(C5=C(C=C6C(=C5)C78CCN9C7C(C=CC9)(C(C(C8N6C)(C(=O)OC)O)OC(=O)C)CC)OC)C(=O)OC.C(C(C(=O)O)O)(C(=O)O)O. Drug 2: CCN(CC)CCNC(=O)C1=C(NC(=C1C)C=C2C3=C(C=CC(=C3)F)NC2=O)C. Cell line: KM12. Synergy scores: CSS=60.8, Synergy_ZIP=-2.23, Synergy_Bliss=-3.61, Synergy_Loewe=-0.568, Synergy_HSA=2.23. (4) Drug 1: CC12CCC3C(C1CCC2=O)CC(=C)C4=CC(=O)C=CC34C. Drug 2: CC(C)CN1C=NC2=C1C3=CC=CC=C3N=C2N. Cell line: M14. Synergy scores: CSS=22.8, Synergy_ZIP=0.875, Synergy_Bliss=1.16, Synergy_Loewe=0.433, Synergy_HSA=0.125. (5) Drug 1: CC(CN1CC(=O)NC(=O)C1)N2CC(=O)NC(=O)C2. Drug 2: CCCCCOC(=O)NC1=NC(=O)N(C=C1F)C2C(C(C(O2)C)O)O. Cell line: SK-MEL-5. Synergy scores: CSS=13.3, Synergy_ZIP=-0.817, Synergy_Bliss=-0.151, Synergy_Loewe=-14.5, Synergy_HSA=-5.58. (6) Drug 1: CCC1(CC2CC(C3=C(CCN(C2)C1)C4=CC=CC=C4N3)(C5=C(C=C6C(=C5)C78CCN9C7C(C=CC9)(C(C(C8N6C)(C(=O)OC)O)OC(=O)C)CC)OC)C(=O)OC)O. Drug 2: CC(C)(C#N)C1=CC=C(C=C1)N2C3=C4C=C(C=CC4=NC=C3N(C2=O)C)C5=CC6=CC=CC=C6N=C5. Cell line: OVCAR3. Synergy scores: CSS=73.6, Synergy_ZIP=0.954, Synergy_Bliss=-0.710, Synergy_Loewe=0.975, Synergy_HSA=4.53. (7) Drug 1: CN1CCC(CC1)COC2=C(C=C3C(=C2)N=CN=C3NC4=C(C=C(C=C4)Br)F)OC. Drug 2: CN1C2=C(C=C(C=C2)N(CCCl)CCCl)N=C1CCCC(=O)O.Cl. Cell line: M14. Synergy scores: CSS=1.10, Synergy_ZIP=2.15, Synergy_Bliss=4.91, Synergy_Loewe=1.53, Synergy_HSA=1.91. (8) Drug 1: C1=CC(=C2C(=C1NCCNCCO)C(=O)C3=C(C=CC(=C3C2=O)O)O)NCCNCCO. Drug 2: C1=NC(=NC(=O)N1C2C(C(C(O2)CO)O)O)N. Cell line: HOP-62. Synergy scores: CSS=38.7, Synergy_ZIP=-1.22, Synergy_Bliss=-0.897, Synergy_Loewe=-17.7, Synergy_HSA=-0.711. (9) Drug 1: C1=CC=C(C=C1)NC(=O)CCCCCCC(=O)NO. Drug 2: CN(C(=O)NC(C=O)C(C(C(CO)O)O)O)N=O. Cell line: NCIH23. Synergy scores: CSS=14.5, Synergy_ZIP=1.02, Synergy_Bliss=2.79, Synergy_Loewe=-17.3, Synergy_HSA=2.28. (10) Drug 1: CS(=O)(=O)C1=CC(=C(C=C1)C(=O)NC2=CC(=C(C=C2)Cl)C3=CC=CC=N3)Cl. Drug 2: C1=NC2=C(N=C(N=C2N1C3C(C(C(O3)CO)O)F)Cl)N. Cell line: TK-10. Synergy scores: CSS=16.0, Synergy_ZIP=-11.5, Synergy_Bliss=-3.60, Synergy_Loewe=-21.2, Synergy_HSA=-3.41.